This data is from Forward reaction prediction with 1.9M reactions from USPTO patents (1976-2016). The task is: Predict the product of the given reaction. Given the reactants [CH:1]([C:3]1[CH:8]=[CH:7][C:6]([C:9]2[N:10]=[C:11]3[CH:16]=[C:15]([C:17]#[N:18])[CH:14]=[CH:13][N:12]3[C:19]=2[C:20]2[CH:25]=[CH:24][CH:23]=[CH:22][CH:21]=2)=[CH:5][CH:4]=1)=O.C(N(CC)CC)C.Cl.Cl.[NH:35]1[CH2:40][CH2:39][CH:38]([C:41]2[N:45]=[C:44]([C:46]3[CH:51]=[CH:50][CH:49]=[CH:48][N:47]=3)[O:43][N:42]=2)[CH2:37][CH2:36]1.C(O)(=O)C.[BH-](OC(C)=O)(OC(C)=O)OC(C)=O.[Na+], predict the reaction product. The product is: [C:20]1([C:19]2[N:12]3[CH:13]=[CH:14][C:15]([C:17]#[N:18])=[CH:16][C:11]3=[N:10][C:9]=2[C:6]2[CH:5]=[CH:4][C:3]([CH2:1][N:35]3[CH2:40][CH2:39][CH:38]([C:41]4[N:45]=[C:44]([C:46]5[CH:51]=[CH:50][CH:49]=[CH:48][N:47]=5)[O:43][N:42]=4)[CH2:37][CH2:36]3)=[CH:8][CH:7]=2)[CH:25]=[CH:24][CH:23]=[CH:22][CH:21]=1.